From a dataset of Reaction yield outcomes from USPTO patents with 853,638 reactions. Predict the reaction yield, written as a fraction of the theoretical maximum amount of product (1.0 means a 100% yield; for example, 0.34 means a 34% yield). (1) The reactants are [CH3:1][C:2]1[NH:3][C:4](=[O:26])[C:5]([CH2:11][C:12]2[CH:17]=[CH:16][C:15]([C:18]3[C:19]([C:24]#[N:25])=[CH:20][CH:21]=[CH:22][CH:23]=3)=[CH:14][CH:13]=2)=[C:6]([CH2:8][CH2:9][CH3:10])[N:7]=1.N(C(N1CCCCC1)=O)=NC(N1CCCCC1)=O.C(P(CCCC)CCCC)CCC.[Si:58]([O:65][CH2:66][C:67]1[CH:68]=[CH:69][C:70]([CH2:73]O)=[N:71][CH:72]=1)([C:61]([CH3:64])([CH3:63])[CH3:62])([CH3:60])[CH3:59]. The catalyst is O1CCCC1. The product is [Si:58]([O:65][CH2:66][C:67]1[CH:68]=[CH:69][C:70]([CH2:73][N:3]2[C:4](=[O:26])[C:5]([CH2:11][C:12]3[CH:17]=[CH:16][C:15]([C:18]4[C:19]([C:24]#[N:25])=[CH:20][CH:21]=[CH:22][CH:23]=4)=[CH:14][CH:13]=3)=[C:6]([CH2:8][CH2:9][CH3:10])[N:7]=[C:2]2[CH3:1])=[N:71][CH:72]=1)([C:61]([CH3:64])([CH3:63])[CH3:62])([CH3:59])[CH3:60]. The yield is 0.490. (2) The reactants are [NH2:1][CH2:2][CH:3]([OH:7])[C:4]([OH:6])=[O:5].S(Cl)([Cl:10])=O.[CH3:12]O. No catalyst specified. The product is [ClH:10].[NH2:1][CH2:2][CH:3]([OH:7])[C:4]([O:6][CH3:12])=[O:5]. The yield is 1.00. (3) The reactants are [F:1][C:2]([F:13])([F:12])[C:3]1[CH:4]=[C:5](B(O)O)[CH:6]=[CH:7][CH:8]=1.COC1C=CC=C(OC)C=1C1C=CC=CC=1P(C1CCCCC1)C1CCCCC1.P([O-])([O-])([O-])=O.[K+].[K+].[K+].Cl[C:52]1[CH:57]=[CH:56][C:55]([N:58]2[C:67]3[C:62](=[CH:63][C:64]([S:68]([NH:71][C:72]4[CH:76]=[CH:75][O:74][N:73]=4)(=[O:70])=[O:69])=[CH:65][CH:66]=3)[CH:61]=[CH:60][C:59]2=[O:77])=[CH:54][CH:53]=1. The catalyst is O1CCOCC1.O. The product is [O:74]1[CH:75]=[CH:76][C:72]([NH:71][S:68]([C:64]2[CH:63]=[C:62]3[C:67](=[CH:66][CH:65]=2)[N:58]([C:55]2[CH:54]=[CH:53][C:52]([C:5]4[CH:6]=[CH:7][CH:8]=[C:3]([C:2]([F:13])([F:12])[F:1])[CH:4]=4)=[CH:57][CH:56]=2)[C:59](=[O:77])[CH:60]=[CH:61]3)(=[O:70])=[O:69])=[N:73]1. The yield is 0.192. (4) The reactants are C[N:2]([CH3:5])C=O.P(Cl)(Cl)(Cl)=O.[CH3:11][C:12]([CH3:17])([CH3:16])[C:13](=O)[CH3:14].[Cl:18]CCCl.[Cl-].O[NH3+]. The catalyst is COC(C)(C)C.O. The product is [Cl:18]/[C:13](/[C:12]([CH3:17])([CH3:16])[CH3:11])=[CH:14]\[C:5]#[N:2]. The yield is 0.560. (5) The reactants are [CH2:1]([CH:3]1[CH2:7][CH:6]([OH:8])[CH2:5][CH:4]1[C:9]([O:11][CH2:12][CH3:13])=[O:10])[CH3:2].[OH-].[K+].[Cl:16][C:17]([Cl:21])([Cl:20])[C:18]#[N:19]. The catalyst is C(Cl)Cl.S([O-])(O)(=O)=O.C([N+](CCCC)(CCCC)CCCC)CCC. The product is [CH2:1]([CH:3]1[CH2:7][CH:6]([O:8][C:18](=[NH:19])[C:17]([Cl:21])([Cl:20])[Cl:16])[CH2:5][CH:4]1[C:9]([O:11][CH2:12][CH3:13])=[O:10])[CH3:2]. The yield is 0.450.